Dataset: Catalyst prediction with 721,799 reactions and 888 catalyst types from USPTO. Task: Predict which catalyst facilitates the given reaction. (1) Reactant: [Cl:1][C:2]1[CH:7]=[CH:6][CH:5]=[C:4]([F:8])[C:3]=1[NH:9][C:10]1[NH:11][C:12]2[C:18]3[CH2:19][C:20]([CH3:23])([CH3:22])[O:21][C:17]=3[C:16]([C:24]([OH:26])=O)=[CH:15][C:13]=2[N:14]=1.S(Cl)(Cl)=O.[F:31][C:32]1[CH:38]=[CH:37][C:35]([NH2:36])=[C:34]([C:39]([F:42])([F:41])[F:40])[CH:33]=1.CCN(C(C)C)C(C)C. Product: [Cl:1][C:2]1[CH:7]=[CH:6][CH:5]=[C:4]([F:8])[C:3]=1[NH:9][C:10]1[NH:11][C:12]2[C:18]3[CH2:19][C:20]([CH3:23])([CH3:22])[O:21][C:17]=3[C:16]([C:24]([NH:36][C:35]3[CH:37]=[CH:38][C:32]([F:31])=[CH:33][C:34]=3[C:39]([F:42])([F:40])[F:41])=[O:26])=[CH:15][C:13]=2[N:14]=1. The catalyst class is: 1. (2) Reactant: C([Cl:4])(=O)C.[CH3:5][O:6][CH2:7][CH2:8][C@@H:9]1[NH:14][CH2:13][CH2:12][N:11]([C:15]2[C:24]3[C:23]4[CH:25]=[CH:26][CH:27]=[CH:28][C:22]=4[S:21][C:20]=3[NH:19][C:18]3[CH:29]=[CH:30][C:31]([C:33]([F:36])([F:35])[F:34])=[CH:32][C:17]=3[N:16]=2)[CH2:10]1. Product: [ClH:4].[ClH:4].[CH3:5][O:6][CH2:7][CH2:8][C@@H:9]1[NH:14][CH2:13][CH2:12][N:11]([C:15]2[C:24]3[C:23]4[CH:25]=[CH:26][CH:27]=[CH:28][C:22]=4[S:21][C:20]=3[NH:19][C:18]3[CH:29]=[CH:30][C:31]([C:33]([F:35])([F:36])[F:34])=[CH:32][C:17]=3[N:16]=2)[CH2:10]1. The catalyst class is: 8. (3) Reactant: Cl[C:2]1[C:7]2[C:8](=[O:22])[N:9](CC3C=CC(OC)=CC=3OC)[CH2:10][C:6]=2[C:5]([F:23])=[C:4]([NH:24][C@@H:25]2[CH2:30][CH2:29][CH2:28][CH2:27][C@@H:26]2[NH:31]C(=O)OC(C)(C)C)[N:3]=1.[BrH:39]. Product: [NH2:31][C@H:26]1[CH2:27][CH2:28][CH2:29][CH2:30][C@H:25]1[NH:24][C:4]1[N:3]=[C:2]([Br:39])[C:7]2[C:8](=[O:22])[NH:9][CH2:10][C:6]=2[C:5]=1[F:23]. The catalyst class is: 52. (4) The catalyst class is: 88. Reactant: [CH3:1][N:2]1[CH:6]=[CH:5][C:4]([NH:7][C:8]([C:10]2[CH:20]=[C:19]([O:21][C:22]3[CH:23]=[N:24][C:25]([C:28]#[N:29])=[CH:26][CH:27]=3)[C:13]3[CH2:14][C:15]([CH3:18])([CH3:17])[O:16][C:12]=3[CH:11]=2)=[O:9])=[N:3]1.[NH4+:30].[OH-:31]. Product: [CH3:1][N:2]1[CH:6]=[CH:5][C:4]([NH:7][C:8]([C:10]2[CH:20]=[C:19]([O:21][C:22]3[CH:23]=[N:24][C:25]([C:28](=[NH:30])[NH:29][OH:31])=[CH:26][CH:27]=3)[C:13]3[CH2:14][C:15]([CH3:18])([CH3:17])[O:16][C:12]=3[CH:11]=2)=[O:9])=[N:3]1. (5) Reactant: [C:1]1([C:7]2[N:8]=[CH:9][NH:10][CH:11]=2)[CH:6]=[CH:5][CH:4]=[CH:3][CH:2]=1.[H-].[Na+].Br[CH2:15][CH:16]1[CH2:21][CH2:20][CH2:19][CH2:18][N:17]1[CH2:22][C:23]1[CH:28]=[CH:27][CH:26]=[CH:25][CH:24]=1. Product: [CH2:22]([N:17]1[CH2:18][CH2:19][CH2:20][CH2:21][CH:16]1[CH2:15][N:10]1[CH:11]=[C:7]([C:1]2[CH:2]=[CH:3][CH:4]=[CH:5][CH:6]=2)[N:8]=[CH:9]1)[C:23]1[CH:28]=[CH:27][CH:26]=[CH:25][CH:24]=1. The catalyst class is: 7.